From a dataset of Forward reaction prediction with 1.9M reactions from USPTO patents (1976-2016). Predict the product of the given reaction. Given the reactants [Br:1][C:2]1[S:3][CH:4]=[CH:5][C:6]=1[C:7]([OH:9])=O.ClN1C(=O)CCC1=O.[ClH:18].C(Cl)(=O)C(Cl)=O.[NH3:25], predict the reaction product. The product is: [Br:1][C:2]1[S:3][C:4]([Cl:18])=[CH:5][C:6]=1[C:7]([NH2:25])=[O:9].